This data is from Catalyst prediction with 721,799 reactions and 888 catalyst types from USPTO. The task is: Predict which catalyst facilitates the given reaction. (1) Reactant: [Cl:1][C:2]1[C:11]2[C:6](=[CH:7][CH:8]=[CH:9][CH:10]=2)[N:5]=[C:4]([C:12]2[CH:17]=[CH:16][CH:15]=[CH:14][CH:13]=2)[CH:3]=1.[C:18]1([CH3:29])[CH:23]=[CH:22][C:21]([S:24]([O:27]C)(=[O:26])=[O:25])=[CH:20][CH:19]=1. Product: [C:18]1([CH3:29])[CH:19]=[CH:20][C:21]([S:24]([O-:27])(=[O:25])=[O:26])=[CH:22][CH:23]=1.[Cl:1][C:2]1[C:11]2[C:6](=[CH:7][CH:8]=[CH:9][CH:10]=2)[N+:5]([CH3:18])=[C:4]([C:12]2[CH:17]=[CH:16][CH:15]=[CH:14][CH:13]=2)[CH:3]=1. The catalyst class is: 363. (2) Reactant: C[O:2][C:3](=[O:35])[CH:4]([O:32][CH2:33][CH3:34])[CH2:5][C:6]1[CH:11]=[CH:10][CH:9]=[C:8]([CH2:12][CH2:13][N:14]([CH2:25][CH2:26][CH2:27][CH2:28][CH2:29][CH2:30][CH3:31])[C:15]([NH:17][C:18]2[CH:23]=[CH:22][C:21]([CH3:24])=[CH:20][CH:19]=2)=[O:16])[CH:7]=1.[Li+].[OH-]. Product: [CH2:33]([O:32][CH:4]([CH2:5][C:6]1[CH:11]=[CH:10][CH:9]=[C:8]([CH2:12][CH2:13][N:14]([CH2:25][CH2:26][CH2:27][CH2:28][CH2:29][CH2:30][CH3:31])[C:15]([NH:17][C:18]2[CH:23]=[CH:22][C:21]([CH3:24])=[CH:20][CH:19]=2)=[O:16])[CH:7]=1)[C:3]([OH:35])=[O:2])[CH3:34]. The catalyst class is: 7. (3) Reactant: [CH:1]1([CH2:4][NH:5][C:6]2[O:7][CH2:8][C:9](=[O:15])[C:10]=2[C:11]([O:13][CH3:14])=[O:12])[CH2:3][CH2:2]1.C(OC)(=O)CC(OC)=O.ClCC(Cl)=O.C1(CN)CC1.[NH:35]1[C:43]2[C:38](=[CH:39][CH:40]=[CH:41][N:42]=2)[C:37]([CH:44]=O)=[CH:36]1.N1CCC[C@H]1C(O)=O. Product: [NH:35]1[C:43]2=[N:42][CH:41]=[CH:40][CH:39]=[C:38]2[C:37]([CH:44]=[C:8]2[O:7][C:6]([NH:5][CH2:4][CH:1]3[CH2:3][CH2:2]3)=[C:10]([C:11]([O:13][CH3:14])=[O:12])[C:9]2=[O:15])=[CH:36]1. The catalyst class is: 8.